Binary Classification. Given a miRNA mature sequence and a target amino acid sequence, predict their likelihood of interaction. From a dataset of Experimentally validated miRNA-target interactions with 360,000+ pairs, plus equal number of negative samples. (1) The miRNA is hsa-miR-370-3p with sequence GCCUGCUGGGGUGGAACCUGGU. The protein sequence of the target gene is MSRRKQAKPQHLKSDEELPPQDGASEHGVPGDGAEDADSGSESRSGSEETSVCEKCCAEFFKWADFLQHKKTCTKNPLVLIVHDDEPAPPSEDFPEPSPASSPSDRTESEVAEEVAPTEGSEVKAATKEAEPMDVEVSTDKGPPGPSVPPPPPALPPQPEPAAFSMPSTNVTLETLLSTKVAVAQFSQGARAGGTTGAGGSVGAVAIPMILEQLVALQQQQIHQLQLIEQIRSQVALMSRQPGPPLKPSASAPGTASVQLQGLTPHAALQLSAGPATASAGSGSTLPAAFDGPQHLSQPA.... Result: 0 (no interaction). (2) The miRNA is hsa-miR-328-3p with sequence CUGGCCCUCUCUGCCCUUCCGU. The protein sequence of the target gene is MPTSVPRGAPFLLLPPLLMLSAVLAVPVDRAAPPQEDSQATETPDTGLYYHRYLQEVINVLETDGHFREKLQAANAEDIKSGKLSQELDFVSHNVRTKLDELKRQEVSRLRMLLKAKMDAKQEPNLQVDHMNLLKQFEHLDPQNQHTFEARDLELLIQTATRDLAQYDAAHHEEFKRYEMLKEHERRRYLESLGEEQRKEAERKLQEQQRRHREHPKVNVPGSQAQLKEVWEELDGLDPNRFNPKTFFILHDINSDGVLDEQELEALFTKELEKVYDPKNEEDDMREMEEERLRMREHVM.... Result: 0 (no interaction). (3) The miRNA is hsa-miR-2117 with sequence UGUUCUCUUUGCCAAGGACAG. The protein sequence of the target gene is MAPALLLIPAALASFILAFGTGVEFVRFTSLRPLLGGIPESGGPDARQGWLAALQDRSILAPLAWDLGLLLLFVGQHSLMAAERVKAWTSRYFGVLQRSLYVACTALALQLVMRYWEPIPKGPVLWEARAEPWATWVPLLCFVLHVISWLLIFSILLVFDYAELMGLKQVYYHVLGLGEPLALKSPRALRLFSHLRHPVCVELLTVLWVVPTLGTDRLLLAFLLTLYLGLAHGLDQQDLRYLRAQLQRKLHLLSRPQDGEAE. Result: 0 (no interaction).